From a dataset of Reaction yield outcomes from USPTO patents with 853,638 reactions. Predict the reaction yield, written as a fraction of the theoretical maximum amount of product (1.0 means a 100% yield; for example, 0.34 means a 34% yield). The reactants are [C:1]([O:5][C:6]([N:8]1[CH2:13][CH2:12][C:11]2[NH:14][N:15]=[C:16]([C:17]3[CH:22]=[CH:21][C:20]([C:23]([F:26])([F:25])[F:24])=[CH:19][CH:18]=3)[C:10]=2[CH2:9]1)=[O:7])([CH3:4])([CH3:3])[CH3:2].[C:27]([O:31][CH3:32])(=[O:30])[CH:28]=[CH2:29].C(O[Na])(C)(C)C. The catalyst is C1(C)C=CC=CC=1. The product is [C:1]([O:5][C:6]([N:8]1[CH2:13][CH2:12][C:11]2[N:14]([CH2:29][CH2:28][C:27]([O:31][CH3:32])=[O:30])[N:15]=[C:16]([C:17]3[CH:18]=[CH:19][C:20]([C:23]([F:24])([F:25])[F:26])=[CH:21][CH:22]=3)[C:10]=2[CH2:9]1)=[O:7])([CH3:4])([CH3:2])[CH3:3]. The yield is 0.150.